This data is from Catalyst prediction with 721,799 reactions and 888 catalyst types from USPTO. The task is: Predict which catalyst facilitates the given reaction. (1) Reactant: [OH:1][C:2]1[N:3]=[C:4]([CH3:24])[NH:5][C:6](=[O:23])[C:7]=1[CH2:8][C:9]1[CH:14]=[CH:13][C:12]([C:15]2[C:16]([C:21]#[N:22])=[CH:17][CH:18]=[CH:19][CH:20]=2)=[CH:11][CH:10]=1.C(=O)([O-])[O-].[Cs+].[Cs+].S(OCC)(O[CH2:35][CH3:36])(=O)=O.CN(C)C=O. Product: [CH2:35]([O:1][C:2]1[N:3]=[C:4]([CH3:24])[NH:5][C:6](=[O:23])[C:7]=1[CH2:8][C:9]1[CH:10]=[CH:11][C:12]([C:15]2[C:16]([C:21]#[N:22])=[CH:17][CH:18]=[CH:19][CH:20]=2)=[CH:13][CH:14]=1)[CH3:36]. The catalyst class is: 13. (2) Reactant: [Cl:1][C:2]1[S:6][C:5]([C:7](Cl)=[O:8])=[CH:4][CH:3]=1.[NH2:10][C:11]1[CH:19]=[CH:18][CH:17]=[C:16]2[C:12]=1[CH2:13][N:14]([CH2:21][CH2:22][CH:23]1[CH2:28][CH2:27][N:26]([C:29]([O:31][C:32]([CH3:35])([CH3:34])[CH3:33])=[O:30])[CH2:25][CH2:24]1)[C:15]2=[O:20].N1C=CC=CC=1. The catalyst class is: 251. Product: [Cl:1][C:2]1[S:6][C:5]([C:7]([NH:10][C:11]2[CH:19]=[CH:18][CH:17]=[C:16]3[C:12]=2[CH2:13][N:14]([CH2:21][CH2:22][CH:23]2[CH2:28][CH2:27][N:26]([C:29]([O:31][C:32]([CH3:35])([CH3:34])[CH3:33])=[O:30])[CH2:25][CH2:24]2)[C:15]3=[O:20])=[O:8])=[CH:4][CH:3]=1. (3) Reactant: [CH2:1]([O:3][C:4](=[O:44])[CH2:5][C:6]1[CH:7]=[C:8]([C:20]2[CH:25]=[CH:24][C:23]([C:26]([F:29])([F:28])[F:27])=[CH:22][C:21]=2[CH2:30][N:31]([CH2:42][CH3:43])[C:32]([NH:34][CH2:35][C:36]2[CH:41]=[CH:40][CH:39]=[CH:38][CH:37]=2)=[O:33])[C:9]([O:12]CC2C=CC=CC=2)=[CH:10][CH:11]=1)[CH3:2]. Product: [CH2:1]([O:3][C:4](=[O:44])[CH2:5][C:6]1[CH:7]=[C:8]([C:20]2[CH:25]=[CH:24][C:23]([C:26]([F:28])([F:29])[F:27])=[CH:22][C:21]=2[CH2:30][N:31]([CH2:42][CH3:43])[C:32]([NH:34][CH2:35][C:36]2[CH:37]=[CH:38][CH:39]=[CH:40][CH:41]=2)=[O:33])[C:9]([OH:12])=[CH:10][CH:11]=1)[CH3:2]. The catalyst class is: 99. (4) Reactant: [Cl:1][C:2]1[CH:7]=[CH:6][C:5]([NH2:8])=[CH:4][CH:3]=1.[OH-].[K+].Cl[C:12]1C=CC([N+]#[C-])=C[CH:13]=1.[OH:20][C:21]1[C:22](=[O:32])[C:23]2[C:28]([C:29](=[O:31])[CH:30]=1)=[CH:27][CH:26]=[CH:25][CH:24]=2.C=O. Product: [Cl:1][C:2]1[CH:7]=[CH:6][C:5]([NH:8][C:12]2[O:20][C:21]3[C:22](=[O:32])[C:23]4[C:28]([C:29](=[O:31])[C:30]=3[CH:13]=2)=[CH:27][CH:26]=[CH:25][CH:24]=4)=[CH:4][CH:3]=1. The catalyst class is: 308. (5) Reactant: [CH3:1][CH:2]([O:4][C:5]1[C:6]([NH2:11])=[N:7][CH:8]=[CH:9][CH:10]=1)[CH3:3].[CH:12]([C:23](OCC)=[O:24])([C:18](OCC)=[O:19])[C:13]([O:15][CH2:16][CH3:17])=[O:14]. Product: [OH:24][C:23]1[N:7]2[CH:8]=[CH:9][CH:10]=[C:5]([O:4][CH:2]([CH3:1])[CH3:3])[C:6]2=[N:11][C:18](=[O:19])[C:12]=1[C:13]([O:15][CH2:16][CH3:17])=[O:14]. The catalyst class is: 262. (6) Reactant: F[C:2]1[C:7]([N+:8]([O-:10])=[O:9])=[CH:6][CH:5]=[CH:4][C:3]=1[CH3:11].[CH3:12][O:13][C:14]1[CH:19]=[CH:18][C:17]([NH2:20])=[CH:16][CH:15]=1.C(C)(C)C([O-])=O.[K+].O. Product: [CH3:12][O:13][C:14]1[CH:19]=[CH:18][C:17]([NH:20][C:2]2[C:7]([N+:8]([O-:10])=[O:9])=[CH:6][CH:5]=[CH:4][C:3]=2[CH3:11])=[CH:16][CH:15]=1. The catalyst class is: 16.